Dataset: Full USPTO retrosynthesis dataset with 1.9M reactions from patents (1976-2016). Task: Predict the reactants needed to synthesize the given product. (1) Given the product [CH2:1]([O:3][C:4](=[O:10])[CH2:5][C@H:6]([OH:9])[CH2:7][CH3:8])[CH3:2], predict the reactants needed to synthesize it. The reactants are: [CH2:1]([O:3][C:4](=[O:10])[CH2:5][C:6](=[O:9])[CH2:7][CH3:8])[CH3:2].C(O)C=C. (2) Given the product [CH3:1][C:2]1([CH3:21])[CH:6]([C:7]2[CH:8]=[CH:9][CH:10]=[CH:11][CH:12]=2)[C:5]2[C:13]([CH3:20])=[C:14]([N:19]3[CH2:30][C:25]4[C:24](=[CH:29][CH:28]=[CH:27][CH:26]=4)[CH2:23]3)[C:15]([CH3:18])=[C:16]([CH3:17])[C:4]=2[O:3]1, predict the reactants needed to synthesize it. The reactants are: [CH3:1][C:2]1([CH3:21])[CH:6]([C:7]2[CH:12]=[CH:11][CH:10]=[CH:9][CH:8]=2)[C:5]2[C:13]([CH3:20])=[C:14]([NH2:19])[C:15]([CH3:18])=[C:16]([CH3:17])[C:4]=2[O:3]1.Br[CH2:23][C:24]1[CH:29]=[CH:28][CH:27]=[CH:26][C:25]=1[CH2:30]Br.C(=O)([O-])[O-].[K+].[K+].CN(C)C=O. (3) Given the product [C:27]([O:26][C:24]([NH:23][C@@H:10]([CH2:11][C:12]1[C:20]2[C:15](=[CH:16][CH:17]=[CH:18][CH:19]=2)[N:14]([CH2:21][CH3:22])[CH:13]=1)[C:9]([NH:74][O:73][C:54]([C:55]1[CH:60]=[CH:59][CH:58]=[CH:57][CH:56]=1)([C:67]1[CH:68]=[CH:69][CH:70]=[CH:71][CH:72]=1)[C:61]1[CH:62]=[CH:63][CH:64]=[CH:65][CH:66]=1)=[O:31])=[O:25])([CH3:30])([CH3:28])[CH3:29], predict the reactants needed to synthesize it. The reactants are: C(O[C:9](=[O:31])[C@@H:10]([NH:23][C:24]([O:26][C:27]([CH3:30])([CH3:29])[CH3:28])=[O:25])[CH2:11][C:12]1[C:20]2[C:15](=[CH:16][CH:17]=[CH:18][CH:19]=2)[N:14]([CH2:21][CH3:22])[CH:13]=1)C1C=CC=CC=1.CCN=C=NCCCN(C)C.Cl.C1C=CC2N(O)N=NC=2C=1.[C:54]([O:73][NH2:74])([C:67]1[CH:72]=[CH:71][CH:70]=[CH:69][CH:68]=1)([C:61]1[CH:66]=[CH:65][CH:64]=[CH:63][CH:62]=1)[C:55]1[CH:60]=[CH:59][CH:58]=[CH:57][CH:56]=1. (4) Given the product [F:31][C:5]1[C:6]([NH:8][C:9]2[C:10]3[CH2:16][N:15]([C:17]([N:19]4[CH2:24][C:23]([CH3:26])([CH3:25])[N:22]([CH3:27])[CH2:21][C@@H:20]4[CH3:28])=[O:18])[C:14]([CH3:30])([CH3:29])[C:11]=3[NH:12][N:13]=2)=[N:7][C:2]([CH2:32][CH2:33][CH3:34])=[N:3][CH:4]=1, predict the reactants needed to synthesize it. The reactants are: Cl[C:2]1[N:7]=[C:6]([NH:8][C:9]2[C:10]3[CH2:16][N:15]([C:17]([N:19]4[CH2:24][C:23]([CH3:26])([CH3:25])[N:22]([CH3:27])[CH2:21][C@@H:20]4[CH3:28])=[O:18])[C:14]([CH3:30])([CH3:29])[C:11]=3[NH:12][N:13]=2)[C:5]([F:31])=[CH:4][N:3]=1.[CH2:32](B1OC(C)(C)C(C)(C)O1)[CH:33]=[CH2:34].C(=O)([O-])[O-].[Cs+].[Cs+].O. (5) Given the product [Cl:24][C:25]1[CH:30]=[CH:29][CH:28]=[CH:27][C:26]=1[NH:31][C:32]([N:21]1[CH2:22][CH2:23][N:18]([C:4]2[C:3]([C:1]#[N:2])=[CH:13][C:7]([C:8]([O:10][CH2:11][CH3:12])=[O:9])=[C:6]([C:14]([F:15])([F:17])[F:16])[N:5]=2)[CH2:19][CH2:20]1)=[O:33], predict the reactants needed to synthesize it. The reactants are: [C:1]([C:3]1[C:4]([N:18]2[CH2:23][CH2:22][NH:21][CH2:20][CH2:19]2)=[N:5][C:6]([C:14]([F:17])([F:16])[F:15])=[C:7]([CH:13]=1)[C:8]([O:10][CH2:11][CH3:12])=[O:9])#[N:2].[Cl:24][C:25]1[CH:30]=[CH:29][CH:28]=[CH:27][C:26]=1[N:31]=[C:32]=[O:33].